This data is from Full USPTO retrosynthesis dataset with 1.9M reactions from patents (1976-2016). The task is: Predict the reactants needed to synthesize the given product. (1) Given the product [C:18]1([C:21]2[CH:26]=[CH:25][CH:24]=[CH:23][CH:22]=2)[CH:19]=[CH:20][C:15]([CH2:14][C@H:10]([NH:9][C:7]([C:6]2[CH:32]=[C:2]([C:45]3[CH:46]=[CH:47][CH:48]=[C:43]([CH2:41][CH3:42])[CH:44]=3)[CH:3]=[CH:4][CH:5]=2)=[O:8])[C:11]([OH:13])=[O:12])=[CH:16][CH:17]=1, predict the reactants needed to synthesize it. The reactants are: Cl[C:2]1[CH:3]=[CH:4][C:5](OCCCCCCC)=[C:6]([CH:32]=1)[C:7]([NH:9][C@@H:10]([CH2:14][C:15]1[CH:20]=[CH:19][C:18]([C:21]2[CH:26]=[CH:25][C:24](OC(F)(F)F)=[CH:23][CH:22]=2)=[CH:17][CH:16]=1)[C:11]([OH:13])=[O:12])=[O:8].[CH2:41]([C:43]1[CH:48]=[CH:47][C:46](B(O)O)=[CH:45][CH:44]=1)[CH3:42]. (2) Given the product [C:1]1([N:7]2[C:11]([S:12][C:26]3[CH:27]=[C:28]([O:32][CH3:33])[C:29]([O:30][CH3:31])=[C:24]([O:23][CH3:22])[CH:25]=3)=[N:10][N:9]=[N:8]2)[CH:2]=[CH:3][CH:4]=[CH:5][CH:6]=1, predict the reactants needed to synthesize it. The reactants are: [C:1]1([N:7]2[C:11]([SH:12])=[N:10][N:9]=[N:8]2)[CH:6]=[CH:5][CH:4]=[CH:3][CH:2]=1.C1C(=O)N(Cl)C(=O)C1.[Br-].[CH3:22][O:23][C:24]1[CH:25]=[C:26]([Zn+])[CH:27]=[C:28]([O:32][CH3:33])[C:29]=1[O:30][CH3:31]. (3) The reactants are: [CH:1]1([N:6]2[C:14]3[CH:13]=[CH:12][NH:11][C:10](=[O:15])[C:9]=3[C:8]([C:16]3[CH:17]=[C:18]([C:21]([O:23]C)=[O:22])[S:19][CH:20]=3)=[N:7]2)[CH2:5][CH2:4][CH2:3][CH2:2]1.C1COCC1.[OH-].[Na+].Cl. Given the product [CH:1]1([N:6]2[C:14]3[CH:13]=[CH:12][NH:11][C:10](=[O:15])[C:9]=3[C:8]([C:16]3[CH:17]=[C:18]([C:21]([OH:23])=[O:22])[S:19][CH:20]=3)=[N:7]2)[CH2:2][CH2:3][CH2:4][CH2:5]1, predict the reactants needed to synthesize it.